This data is from Catalyst prediction with 721,799 reactions and 888 catalyst types from USPTO. The task is: Predict which catalyst facilitates the given reaction. (1) Reactant: Cl.[CH3:2][O:3][CH2:4][C:5]1[O:9][C:8]([CH2:10][N:11]2[C:16]3[CH:17]=[C:18]([C:20]4[CH:25]=[CH:24][CH:23]=[CH:22][CH:21]=4)[S:19][C:15]=3[C:14](=[O:26])[N:13]([CH:27]3[CH2:32][CH2:31][NH:30][CH2:29][CH2:28]3)[C:12]2=[O:33])=[N:7][N:6]=1.[CH2:34]([O:36][C:37]1[C:46]([O:47][CH3:48])=[CH:45][C:44]2[C:43]([C:49]3[CH:57]=[CH:56][C:52]([C:53](O)=[O:54])=[CH:51][CH:50]=3)=[N:42][C@@H:41]3[CH2:58][CH2:59][S:60][CH2:61][C@@H:40]3[C:39]=2[CH:38]=1)[CH3:35].CN(C(ON1N=NC2C=CC=CC1=2)=[N+](C)C)C.F[P-](F)(F)(F)(F)F.CCN(C(C)C)C(C)C. The catalyst class is: 2. Product: [CH2:34]([O:36][C:37]1[C:46]([O:47][CH3:48])=[CH:45][C:44]2[C:43]([C:49]3[CH:50]=[CH:51][C:52]([C:53]([N:30]4[CH2:31][CH2:32][CH:27]([N:13]5[C:14](=[O:26])[C:15]6[S:19][C:18]([C:20]7[CH:25]=[CH:24][CH:23]=[CH:22][CH:21]=7)=[CH:17][C:16]=6[N:11]([CH2:10][C:8]6[O:9][C:5]([CH2:4][O:3][CH3:2])=[N:6][N:7]=6)[C:12]5=[O:33])[CH2:28][CH2:29]4)=[O:54])=[CH:56][CH:57]=3)=[N:42][C@@H:41]3[CH2:58][CH2:59][S:60][CH2:61][C@@H:40]3[C:39]=2[CH:38]=1)[CH3:35]. (2) Reactant: [C:1]([O:5][C:6]([N:8]1[CH2:13][CH:12]=[C:11]([C:14]2[CH:19]=[CH:18][N:17]3[C:20]([C:23]([O:25][CH2:26][CH3:27])=[O:24])=[CH:21][N:22]=[C:16]3[CH:15]=2)[CH2:10][CH2:9]1)=[O:7])([CH3:4])([CH3:3])[CH3:2]. Product: [C:1]([O:5][C:6]([N:8]1[CH2:13][CH2:12][CH:11]([C:14]2[CH:19]=[CH:18][N:17]3[C:20]([C:23]([O:25][CH2:26][CH3:27])=[O:24])=[CH:21][N:22]=[C:16]3[CH:15]=2)[CH2:10][CH2:9]1)=[O:7])([CH3:4])([CH3:3])[CH3:2]. The catalyst class is: 105. (3) Reactant: [N:1]1[CH:6]=[CH:5][CH:4]=[CH:3][C:2]=1/[CH:7]=[N:8]/[OH:9].ClN1[C:15](=[O:16])[CH2:14][CH2:13]C1=O.C(O)C#C.C(N(CC)CC)C. Product: [N:1]1[CH:6]=[CH:5][CH:4]=[CH:3][C:2]=1[C:7]1[CH:13]=[C:14]([CH2:15][OH:16])[O:9][N:8]=1. The catalyst class is: 9. (4) Reactant: C([Li])CCC.[Cl:6][C:7]1[CH:8]=[CH:9][C:10]([O:26][CH2:27][C:28]2[CH:33]=[CH:32][CH:31]=[CH:30][CH:29]=2)=[C:11]([C:13]2[N:14]([C:19]3[N:24]=[C:23](Br)[CH:22]=[CH:21][CH:20]=3)[C:15]([CH3:18])=[CH:16][CH:17]=2)[CH:12]=1.[C:34](=[O:36])=[O:35]. Product: [Cl:6][C:7]1[CH:8]=[CH:9][C:10]([O:26][CH2:27][C:28]2[CH:33]=[CH:32][CH:31]=[CH:30][CH:29]=2)=[C:11]([C:13]2[N:14]([C:19]3[N:24]=[C:23]([C:34]([OH:36])=[O:35])[CH:22]=[CH:21][CH:20]=3)[C:15]([CH3:18])=[CH:16][CH:17]=2)[CH:12]=1. The catalyst class is: 1. (5) Reactant: [Cl:1][C:2]1[C:3]([F:10])=[C:4]([CH:7]=[CH:8][N:9]=1)[CH:5]=O.C([O-])([O-])=O.[Cs+].[Cs+].[CH3:17][C:18]([S@:21]([NH2:23])=[O:22])([CH3:20])[CH3:19]. Product: [Cl:1][C:2]1[C:3]([F:10])=[C:4](/[CH:5]=[N:23]/[S@@:21]([C:18]([CH3:20])([CH3:19])[CH3:17])=[O:22])[CH:7]=[CH:8][N:9]=1. The catalyst class is: 91. (6) Reactant: [OH:1][C:2]1[CH:11]=[CH:10][C:9]2[N:8]=[C:7]([NH:12][CH2:13][CH2:14][CH3:15])[C:6]([C:16]3[CH:21]=[CH:20][CH:19]=[CH:18][CH:17]=3)=[N:5][C:4]=2[C:3]=1C(O)=O.Cl.[CH2:26]([NH:28][CH2:29][C:30]([OH:32])=[O:31])C.C(N([CH2:38][CH3:39])CC)C.C1CN([P+]([O:56]N2N=NC3C=CC=CC2=3)(N2CCCC2)N2CCCC2)CC1.F[P-](F)(F)(F)(F)F. Product: [OH:1][C:2]1[C:3]([C:26]([NH:28][CH2:29][C:30]([O:32][CH2:38][CH3:39])=[O:31])=[O:56])=[C:4]2[C:9](=[CH:10][CH:11]=1)[N:8]=[C:7]([NH:12][CH2:13][CH2:14][CH3:15])[C:6]([C:16]1[CH:17]=[CH:18][CH:19]=[CH:20][CH:21]=1)=[N:5]2. The catalyst class is: 9.